From a dataset of Full USPTO retrosynthesis dataset with 1.9M reactions from patents (1976-2016). Predict the reactants needed to synthesize the given product. (1) Given the product [CH3:1][O:2][C:3]1[CH:4]=[CH:5][C:6]([N:9]2[CH2:14][CH2:13][N:12]([C:19]([O:20][N:28]3[C:32](=[O:33])[C:31]4[C:30](=[CH:37][CH:36]=[CH:35][CH:34]=4)[C:29]3=[O:38])=[O:25])[CH2:11][CH2:10]2)=[CH:7][CH:8]=1, predict the reactants needed to synthesize it. The reactants are: [CH3:1][O:2][C:3]1[CH:8]=[CH:7][C:6]([N:9]2[CH2:14][CH2:13][NH:12][CH2:11][CH2:10]2)=[CH:5][CH:4]=1.ClC(Cl)(O[C:19](=[O:25])[O:20]C(Cl)(Cl)Cl)Cl.O[N:28]1[C:32](=[O:33])[C:31]2=[CH:34][CH:35]=[CH:36][CH:37]=[C:30]2[C:29]1=[O:38].CCN(C(C)C)C(C)C. (2) Given the product [NH2:30][C:11]1[C:12]([O:16][CH:17]2[CH2:22][CH2:21][N:20]([C:23]([O:25][C:26]([CH3:29])([CH3:28])[CH3:27])=[O:24])[CH2:19][CH2:18]2)=[CH:13][C:14](=[O:15])[N:9]([C:4]2[CH:5]=[CH:6][C:7]([Cl:8])=[C:2]([Cl:1])[CH:3]=2)[N:10]=1, predict the reactants needed to synthesize it. The reactants are: [Cl:1][C:2]1[CH:3]=[C:4]([N:9]2[C:14](=[O:15])[CH:13]=[C:12]([O:16][CH:17]3[CH2:22][CH2:21][N:20]([C:23]([O:25][C:26]([CH3:29])([CH3:28])[CH3:27])=[O:24])[CH2:19][CH2:18]3)[C:11]([NH:30]C(OCC[Si](C)(C)C)=O)=[N:10]2)[CH:5]=[CH:6][C:7]=1[Cl:8].CCCC[N+](CCCC)(CCCC)CCCC.[F-]. (3) Given the product [F:13][C:10]([F:11])([F:12])[C:8]1[CH:7]=[C:6]([C@H:14]2[O:18][C:17](=[O:19])[N:16]([CH2:20][C:21]3[C:26]([C:27]4[CH:32]=[C:31]([CH:33]([CH3:35])[CH3:34])[C:30]([F:36])=[CH:29][C:28]=4[O:37][CH3:38])=[CH:25][CH:24]=[C:23]([Cl:39])[N:22]=3)[C@H:15]2[CH3:40])[CH:5]=[C:4]([C:3]([F:2])([F:42])[F:41])[CH:9]=1, predict the reactants needed to synthesize it. The reactants are: [Cl-].[F:2][C:3]([F:42])([F:41])[C:4]1[CH:5]=[C:6]([C@H:14]2[O:18][C:17](=[O:19])[N:16]([CH2:20][C:21]3[C:26]([C:27]4[CH:32]=[C:31]([CH:33]([CH3:35])[CH3:34])[C:30]([F:36])=[CH:29][C:28]=4[O:37][CH3:38])=[CH:25][CH:24]=[C:23]([Cl:39])[N:22]=3)[C@H:15]2[CH3:40])[CH:7]=[C:8]([C:10]([F:13])([F:12])[F:11])[CH:9]=1.N1C=CC=N1.C(=O)([O-])[O-].[Cs+].[Cs+].CN(C)CCN. (4) Given the product [OH:1][C@@H:2]1[CH2:6][C@H:5]([OH:7])[C@H:4]([CH2:8]/[CH:9]=[CH:10]\[CH2:11][CH2:12][CH2:13][C:14]([O:16][CH2:30][CH2:31][O:32][C:33]2[CH:34]=[C:35]([CH:36]=[O:37])[CH:38]=[CH:39][C:40]=2[CH3:41])=[O:15])[C@H:3]1/[CH:17]=[CH:18]/[C@@H:19]([OH:28])[CH2:20][CH2:21][C:22]1[CH:23]=[CH:24][CH:25]=[CH:26][CH:27]=1, predict the reactants needed to synthesize it. The reactants are: [OH:1][C@@H:2]1[CH2:6][C@H:5]([OH:7])[C@H:4]([CH2:8]/[CH:9]=[CH:10]\[CH2:11][CH2:12][CH2:13][C:14]([OH:16])=[O:15])[C@H:3]1/[CH:17]=[CH:18]/[C@@H:19]([OH:28])[CH2:20][CH2:21][C:22]1[CH:27]=[CH:26][CH:25]=[CH:24][CH:23]=1.I[CH2:30][CH2:31][O:32][C:33]1[CH:34]=[C:35]([CH:38]=[CH:39][C:40]=1[CH3:41])[CH:36]=[O:37].C1CCN2C(=NCCC2)CC1. (5) Given the product [C:1]([C@@H:4]1[CH2:7][C@H:6]([C:8]([O:10][C:14]([CH3:16])([CH3:15])[CH3:13])=[O:9])[C:5]1([CH3:12])[CH3:11])(=[O:3])[CH3:2], predict the reactants needed to synthesize it. The reactants are: [C:1]([C@@H:4]1[CH2:7][C@H:6]([C:8]([OH:10])=[O:9])[C:5]1([CH3:12])[CH3:11])(=[O:3])[CH3:2].[CH3:13][C:14](O)([CH3:16])[CH3:15].C1CCC(N=C=NC2CCCCC2)CC1.